This data is from Full USPTO retrosynthesis dataset with 1.9M reactions from patents (1976-2016). The task is: Predict the reactants needed to synthesize the given product. (1) Given the product [Cl:1][C:2]1[CH:3]=[CH:4][C:5]([S:8]([N:11]([CH2:25][C:26]2[CH:27]=[CH:28][C:29]([C:30]([OH:32])=[O:31])=[CH:34][CH:35]=2)[CH:12]([C:15]2[CH:20]=[CH:19][C:18]([C:21]([F:23])([F:24])[F:22])=[CH:17][CH:16]=2)[CH2:13][CH3:14])(=[O:10])=[O:9])=[CH:6][CH:7]=1, predict the reactants needed to synthesize it. The reactants are: [Cl:1][C:2]1[CH:7]=[CH:6][C:5]([S:8]([N:11]([CH2:25][C:26]2[CH:35]=[CH:34][C:29]([C:30]([O:32]C)=[O:31])=[CH:28][CH:27]=2)[CH:12]([C:15]2[CH:20]=[CH:19][C:18]([C:21]([F:24])([F:23])[F:22])=[CH:17][CH:16]=2)[CH2:13][CH3:14])(=[O:10])=[O:9])=[CH:4][CH:3]=1.[OH-].[K+]. (2) The reactants are: [NH2:1][C:2]1[CH:9]=[CH:8][CH:7]=[CH:6][C:3]=1[CH:4]=[O:5].C1C(=O)N([Br:17])C(=O)C1.CC(OC)(C)C. Given the product [NH2:1][C:2]1[CH:9]=[CH:8][C:7]([Br:17])=[CH:6][C:3]=1[CH:4]=[O:5], predict the reactants needed to synthesize it. (3) Given the product [CH3:16][O:15][C:12]1[CH:13]=[CH:14][C:9]([O:8][C:5]2[N:4]=[CH:3][C:2]([C:17]3[CH:22]=[CH:21][C:20]([C:45]([O:48][CH3:24])=[O:46])=[CH:19][CH:18]=3)=[CH:7][N:6]=2)=[CH:10][CH:11]=1, predict the reactants needed to synthesize it. The reactants are: Br[C:2]1[CH:3]=[N:4][C:5]([O:8][C:9]2[CH:14]=[CH:13][C:12]([O:15][CH3:16])=[CH:11][CH:10]=2)=[N:6][CH:7]=1.[C:17]1(C)[CH:22]=[CH:21][CH:20]=[CH:19][CH:18]=1.[C:24]1(C2C=CC=CC=2)C=CC=CC=1P(C(C)(C)C)C(C)(C)C.[C:45]([O-:48])([O-])=[O:46].[Cs+].[Cs+].